From a dataset of Forward reaction prediction with 1.9M reactions from USPTO patents (1976-2016). Predict the product of the given reaction. (1) The product is: [CH:6]1([CH2:5][CH:4]([N:11]2[C:16](=[O:17])[CH:15]=[C:14]([O:18][CH2:19][CH:20]3[CH2:21][CH2:22][CH2:23][CH2:24]3)[CH:13]=[N:12]2)[C:3]([OH:25])=[O:2])[CH2:7][CH2:8][CH2:9][CH2:10]1. Given the reactants C[O:2][C:3](=[O:25])[CH:4]([N:11]1[C:16](=[O:17])[CH:15]=[C:14]([O:18][CH2:19][CH:20]2[CH2:24][CH2:23][CH2:22][CH2:21]2)[CH:13]=[N:12]1)[CH2:5][CH:6]1[CH2:10][CH2:9][CH2:8][CH2:7]1.[OH-].[Na+], predict the reaction product. (2) Given the reactants [CH3:1][N:2]1[C:6]([CH2:7][C:8](O)=[O:9])=[CH:5][C:4]([C:11]2[CH:16]=[CH:15][C:14]([O:17][C:18]([F:21])([F:20])[F:19])=[CH:13][CH:12]=2)=[N:3]1, predict the reaction product. The product is: [CH3:1][N:2]1[C:6]([CH2:7][CH2:8][OH:9])=[CH:5][C:4]([C:11]2[CH:16]=[CH:15][C:14]([O:17][C:18]([F:19])([F:20])[F:21])=[CH:13][CH:12]=2)=[N:3]1. (3) Given the reactants [Cl:1][C:2]1[CH:3]=[C:4]([S:9]([N:12]2[CH:25]([CH2:26][C:27]([OH:29])=O)[C:24]3[C:19](=[CH:20][CH:21]=[CH:22][CH:23]=3)[C:18]3[CH:17]=[CH:16][CH:15]=[CH:14][C:13]2=3)(=[O:11])=[O:10])[CH:5]=[CH:6][C:7]=1[Cl:8].[NH:30]1[CH2:34][CH2:33][N:32]=[C:31]1[C:35]1[CH:47]=[CH:46][C:38]([CH2:39][CH:40]2[CH2:45][CH2:44][NH:43][CH2:42][CH2:41]2)=[CH:37][CH:36]=1, predict the reaction product. The product is: [Cl:1][C:2]1[CH:3]=[C:4]([S:9]([N:12]2[CH:25]([CH2:26][C:27]([N:43]3[CH2:44][CH2:45][CH:40]([CH2:39][C:38]4[CH:37]=[CH:36][C:35]([C:31]5[NH:32][CH2:33][CH2:34][N:30]=5)=[CH:47][CH:46]=4)[CH2:41][CH2:42]3)=[O:29])[C:24]3[C:19](=[CH:20][CH:21]=[CH:22][CH:23]=3)[C:18]3[CH:17]=[CH:16][CH:15]=[CH:14][C:13]2=3)(=[O:11])=[O:10])[CH:5]=[CH:6][C:7]=1[Cl:8]. (4) Given the reactants [CH3:1][N:2]1[CH:6]=[C:5]([CH3:7])[C:4]([C:8]([OH:10])=O)=[CH:3]1.O1CCCC1.C(Cl)(=O)C(Cl)=O.[NH2:22][C:23]1[CH:24]=[C:25]([CH:42]=[CH:43][CH:44]=1)[O:26][C:27]1[CH:28]=[CH:29][C:30]2[N:31]([N:33]=[C:34]([NH:36][C:37]([CH:39]3[CH2:41][CH2:40]3)=[O:38])[N:35]=2)[CH:32]=1, predict the reaction product. The product is: [CH:39]1([C:37]([NH:36][C:34]2[N:35]=[C:30]3[CH:29]=[CH:28][C:27]([O:26][C:25]4[CH:24]=[C:23]([NH:22][C:8]([C:4]5[C:5]([CH3:7])=[CH:6][N:2]([CH3:1])[CH:3]=5)=[O:10])[CH:44]=[CH:43][CH:42]=4)=[CH:32][N:31]3[N:33]=2)=[O:38])[CH2:40][CH2:41]1.